From a dataset of Forward reaction prediction with 1.9M reactions from USPTO patents (1976-2016). Predict the product of the given reaction. (1) Given the reactants Br[C:2]1[N:7]=[CH:6][C:5]([CH2:8][N:9]2[CH2:14][CH2:13][O:12][CH2:11][CH2:10]2)=[CH:4][CH:3]=1.[Li]CCCC.[CH2:20]([Sn:24]([CH2:30][CH2:31][CH2:32][CH3:33])([CH2:26][CH2:27][CH2:28][CH3:29])Cl)[CH2:21][CH2:22][CH3:23].[NH4+].[Cl-], predict the reaction product. The product is: [CH2:30]([Sn:24]([CH2:20][CH2:21][CH2:22][CH3:23])([CH2:26][CH2:27][CH2:28][CH3:29])[C:2]1[N:7]=[CH:6][C:5]([CH2:8][N:9]2[CH2:14][CH2:13][O:12][CH2:11][CH2:10]2)=[CH:4][CH:3]=1)[CH2:31][CH2:32][CH3:33]. (2) Given the reactants [CH3:1][C:2]1[CH:3]=[C:4](/[CH:9]=[CH:10]/[C:11]2[CH:23]=[CH:22][C:14]([C:15]([O:17]C(C)(C)C)=[O:16])=[C:13]([NH:24][C:25]3[CH:30]=[CH:29][C:28]([F:31])=[CH:27][CH:26]=3)[CH:12]=2)[CH:5]=[CH:6][C:7]=1[CH3:8], predict the reaction product. The product is: [CH3:1][C:2]1[CH:3]=[C:4](/[CH:9]=[CH:10]/[C:11]2[CH:23]=[CH:22][C:14]([C:15]([OH:17])=[O:16])=[C:13]([NH:24][C:25]3[CH:30]=[CH:29][C:28]([F:31])=[CH:27][CH:26]=3)[CH:12]=2)[CH:5]=[CH:6][C:7]=1[CH3:8]. (3) The product is: [ClH:18].[ClH:18].[Cl:19][C:14]1[CH:13]=[C:12]([CH:17]=[CH:16][C:15]=1[Cl:18])[O:11][C:5]1[CH:4]=[CH:3][C:2]([N:23]2[CH:24]=[CH:25][C:21]([NH2:20])=[N:22]2)=[CH:10][C:6]=1[CH2:7][NH:8][CH3:9]. Given the reactants Br[C:2]1[CH:3]=[CH:4][C:5]([O:11][C:12]2[CH:17]=[CH:16][C:15]([Cl:18])=[C:14]([Cl:19])[CH:13]=2)=[C:6]([CH:10]=1)[CH2:7][NH:8][CH3:9].[NH2:20][C:21]1[CH:25]=[CH:24][NH:23][N:22]=1.C(=O)([O-])[O-].[K+].[K+], predict the reaction product. (4) Given the reactants [Cl:1][C:2]1[N:7]2[N:8]=[C:9]([NH:11][C:12](=[O:19])[C:13]3[CH:18]=[CH:17][CH:16]=[N:15][CH:14]=3)[N:10]=[C:6]2[CH:5]=[CH:4][CH:3]=1.[CH:20]1([NH2:27])[CH2:26][CH2:25][CH2:24][CH2:23][CH2:22][CH2:21]1.CCOCC.[ClH:33], predict the reaction product. The product is: [ClH:1].[ClH:33].[CH:20]1([NH:27][C:2]2[N:7]3[N:8]=[C:9]([NH:11][C:12](=[O:19])[C:13]4[CH:18]=[CH:17][CH:16]=[N:15][CH:14]=4)[N:10]=[C:6]3[CH:5]=[CH:4][CH:3]=2)[CH2:26][CH2:25][CH2:24][CH2:23][CH2:22][CH2:21]1. (5) Given the reactants [OH:1][C:2]12[CH2:9][CH2:8][C:5]([C:10]3[NH:18][C:17]4[C:16](=[O:19])[N:15]([CH2:20][CH2:21][CH3:22])[C:14](=[O:23])[N:13]([CH2:24][CH2:25][CH3:26])[C:12]=4[N:11]=3)([CH2:6][CH2:7]1)[CH2:4][CH2:3]2.N1C=NN=N1.C(N(CC)[P:35]([O:44][CH2:45][C:46]1[CH:51]=[CH:50][CH:49]=[CH:48][CH:47]=1)[O:36][CH2:37][C:38]1[CH:43]=[CH:42][CH:41]=[CH:40][CH:39]=1)C.C([O:58]O)(C)(C)C.OS([O-])=O.[Na+], predict the reaction product. The product is: [O:23]=[C:14]1[N:13]([CH2:24][CH2:25][CH3:26])[C:12]2[N:11]=[C:10]([C:5]34[CH2:8][CH2:9][C:2]([O:1][P:35](=[O:58])([O:36][CH2:37][C:38]5[CH:39]=[CH:40][CH:41]=[CH:42][CH:43]=5)[O:44][CH2:45][C:46]5[CH:47]=[CH:48][CH:49]=[CH:50][CH:51]=5)([CH2:7][CH2:6]3)[CH2:3][CH2:4]4)[NH:18][C:17]=2[C:16](=[O:19])[N:15]1[CH2:20][CH2:21][CH3:22]. (6) Given the reactants ClCl.Cl.CN(C)CCCN=C=NCC.[NH2:15][CH2:16][CH2:17][CH2:18][N:19]1[CH2:24][CH2:23][CH:22]([CH2:25][C:26]2[CH:31]=[CH:30][CH:29]=[CH:28][CH:27]=2)[CH2:21][CH2:20]1.Cl.CCOCC, predict the reaction product. The product is: [CH2:25]([CH:22]1[CH2:21][CH2:20][N:19]([CH2:18][CH2:17][C:16]#[N:15])[CH2:24][CH2:23]1)[C:26]1[CH:31]=[CH:30][CH:29]=[CH:28][CH:27]=1. (7) Given the reactants [H][H].C=CC.[NH:6]1[CH:10]=[C:9]([C:11]([O:13][CH2:14][CH3:15])=[O:12])[CH:8]=[N:7]1.C(=O)([O-])[O-].[K+].[K+].Br[CH2:23][CH2:24][CH2:25][C:26]1[CH:31]=[CH:30][CH:29]=[CH:28][CH:27]=1, predict the reaction product. The product is: [C:26]1([CH2:25][CH2:24][CH2:23][N:6]2[CH:10]=[C:9]([C:11]([O:13][CH2:14][CH3:15])=[O:12])[CH:8]=[N:7]2)[CH:31]=[CH:30][CH:29]=[CH:28][CH:27]=1. (8) Given the reactants [CH3:1][C:2]1[N:7]=[C:6]2[S:8][C:9]3[CH2:14][CH2:13][CH2:12][CH2:11][C:10]=3[C:5]2=[C:4]([C:15]2[CH:20]=[CH:19][C:18]([CH3:21])=[CH:17][CH:16]=2)[C:3]=1[CH:22]([O:27][C:28]([CH3:31])([CH3:30])[CH3:29])[C:23]([O:25]C)=[O:24].[OH-].[Na+], predict the reaction product. The product is: [CH3:1][C:2]1[N:7]=[C:6]2[S:8][C:9]3[CH2:14][CH2:13][CH2:12][CH2:11][C:10]=3[C:5]2=[C:4]([C:15]2[CH:20]=[CH:19][C:18]([CH3:21])=[CH:17][CH:16]=2)[C:3]=1[CH:22]([O:27][C:28]([CH3:31])([CH3:30])[CH3:29])[C:23]([OH:25])=[O:24]. (9) Given the reactants [O:1]1[C:5]2([CH2:10][CH2:9][CH:8]([C:11]([O:13]CC)=O)[CH2:7][CH2:6]2)[O:4][CH2:3][CH2:2]1.[CH2:16]([Mg]Br)[CH:17]=[CH2:18], predict the reaction product. The product is: [O:4]1[C:5]2([CH2:6][CH2:7][CH:8]([CH:11]([OH:13])[CH2:18][CH:17]=[CH2:16])[CH2:9][CH2:10]2)[O:1][CH2:2][CH2:3]1.